From a dataset of Catalyst prediction with 721,799 reactions and 888 catalyst types from USPTO. Predict which catalyst facilitates the given reaction. Reactant: [C:1]([O:5][C:6]([NH:8][C@H:9]([C:29]([O-:31])=[O:30])[CH2:10][C:11]1[S:12][C:13]([CH2:16][CH2:17][CH2:18][C:19]2[CH:28]=[CH:27][C:26]3[C:21](=[N:22][CH:23]=[CH:24][CH:25]=3)[N:20]=2)=[CH:14][CH:15]=1)=[O:7])([CH3:4])([CH3:3])[CH3:2].[CH3:32]CO. Product: [C:1]([O:5][C:6]([NH:8][C@H:9]([C:29]([O:31][CH3:32])=[O:30])[CH2:10][C:11]1[S:12][C:13]([CH2:16][CH2:17][CH2:18][C:19]2[CH:28]=[CH:27][C:26]3[CH2:25][CH2:24][CH2:23][NH:22][C:21]=3[N:20]=2)=[CH:14][CH:15]=1)=[O:7])([CH3:4])([CH3:2])[CH3:3]. The catalyst class is: 45.